From a dataset of Reaction yield outcomes from USPTO patents with 853,638 reactions. Predict the reaction yield, written as a fraction of the theoretical maximum amount of product (1.0 means a 100% yield; for example, 0.34 means a 34% yield). The product is [CH2:1]([O:3][C:4]([C:6]1[S:10][C:9]([NH:11][O:23][C:21]([O:20][C:16]([CH3:19])([CH3:18])[CH3:17])=[O:22])=[N:8][C:7]=1[C:12]([F:14])([F:15])[F:13])=[O:5])[CH3:2]. The yield is 0.920. The catalyst is CN(C)C1C=CN=CC=1.ClCCl. The reactants are [CH2:1]([O:3][C:4]([C:6]1[S:10][C:9]([NH2:11])=[N:8][C:7]=1[C:12]([F:15])([F:14])[F:13])=[O:5])[CH3:2].[C:16]([O:20][C:21]([O:23]C(OC(C)(C)C)=O)=[O:22])([CH3:19])([CH3:18])[CH3:17].